From a dataset of Full USPTO retrosynthesis dataset with 1.9M reactions from patents (1976-2016). Predict the reactants needed to synthesize the given product. Given the product [OH:35][CH2:34][C@@H:26]1[CH2:27][C:28]2[C:33](=[CH:32][CH:31]=[CH:30][CH:29]=2)[CH2:24][N:25]1[C:14]([C:13]1[CH:17]=[C:18]([N+:21]([O-:23])=[O:22])[CH:19]=[CH:20][C:12]=1[N:8]1[C:9]([CH3:11])=[CH:10][C:6]([C:4]([O:3][CH2:1][CH3:2])=[O:5])=[N:7]1)=[O:16], predict the reactants needed to synthesize it. The reactants are: [CH2:1]([O:3][C:4]([C:6]1[CH:10]=[C:9]([CH3:11])[N:8]([C:12]2[CH:20]=[CH:19][C:18]([N+:21]([O-:23])=[O:22])=[CH:17][C:13]=2[C:14]([OH:16])=O)[N:7]=1)=[O:5])[CH3:2].[CH2:24]1[C:33]2[C:28](=[CH:29][CH:30]=[CH:31][CH:32]=2)[CH2:27][C@@H:26]([CH2:34][OH:35])[NH:25]1.CCN=C=NCCCN(C)C.Cl.C1C=CC2N(O)N=NC=2C=1.